This data is from Full USPTO retrosynthesis dataset with 1.9M reactions from patents (1976-2016). The task is: Predict the reactants needed to synthesize the given product. (1) Given the product [Cl:1][C:2]1[CH:7]=[C:6]([S:20][CH3:19])[N:5]=[C:4]([S:9][CH2:10][C:11]2[CH:16]=[CH:15][CH:14]=[C:13]([F:17])[C:12]=2[F:18])[N:3]=1, predict the reactants needed to synthesize it. The reactants are: [Cl:1][C:2]1[CH:7]=[C:6](Cl)[N:5]=[C:4]([S:9][CH2:10][C:11]2[CH:16]=[CH:15][CH:14]=[C:13]([F:17])[C:12]=2[F:18])[N:3]=1.[CH3:19][S-:20].[Na+].[Cl-].[NH4+]. (2) Given the product [CH2:24]([O:23][C:22]([NH:21][C@H:20]1[CH2:19][CH2:18][N:17]([C:2]2[S:6][C:5]([C:7]([O:9][CH3:10])=[O:8])=[C:4]([CH:11]=[O:12])[CH:3]=2)[CH2:16][C@H:15]1[O:14][CH3:13])=[O:31])[C:25]1[CH:26]=[CH:27][CH:28]=[CH:29][CH:30]=1, predict the reactants needed to synthesize it. The reactants are: Br[C:2]1[S:6][C:5]([C:7]([O:9][CH3:10])=[O:8])=[C:4]([CH:11]=[O:12])[CH:3]=1.[CH3:13][O:14][C@H:15]1[C@@H:20]([NH:21][C:22](=[O:31])[O:23][CH2:24][C:25]2[CH:30]=[CH:29][CH:28]=[CH:27][CH:26]=2)[CH2:19][CH2:18][NH:17][CH2:16]1.C1C=CC(P(C2C(C3C(P(C4C=CC=CC=4)C4C=CC=CC=4)=CC=C4C=3C=CC=C4)=C3C(C=CC=C3)=CC=2)C2C=CC=CC=2)=CC=1.C(=O)([O-])[O-].[Cs+].[Cs+]. (3) Given the product [Br:1][C:2]1[CH:3]=[CH:4][C:5]([C:8]2[N:12]([C:23]([O:25][CH2:26][CH:27]([CH3:29])[CH3:28])=[O:24])[CH:11]=[CH:10][N:9]=2)=[CH:6][CH:7]=1, predict the reactants needed to synthesize it. The reactants are: [Br:1][C:2]1[CH:7]=[CH:6][C:5]([C:8]2[NH:9][CH:10]=[CH:11][N:12]=2)=[CH:4][CH:3]=1.CCN(C(C)C)C(C)C.Cl[C:23]([O:25][CH2:26][CH:27]([CH3:29])[CH3:28])=[O:24]. (4) Given the product [CH:32]([C:34]1[O:1][N:2]=[C:3]([N:5]2[CH2:10][CH2:9][CH:8]([C:11]3[CH:12]=[CH:13][C:14]([CH2:17][N:18]4[C:26]5[C:21](=[CH:22][C:23]([S:27]([CH3:30])(=[O:29])=[O:28])=[CH:24][CH:25]=5)[CH:20]=[CH:19]4)=[N:15][CH:16]=3)[CH2:7][CH2:6]2)[N:4]=1)([CH3:33])[CH3:31], predict the reactants needed to synthesize it. The reactants are: [OH:1][NH:2][C:3]([N:5]1[CH2:10][CH2:9][CH:8]([C:11]2[CH:12]=[CH:13][C:14]([CH2:17][N:18]3[C:26]4[C:21](=[CH:22][C:23]([S:27]([CH3:30])(=[O:29])=[O:28])=[CH:24][CH:25]=4)[CH:20]=[CH:19]3)=[N:15][CH:16]=2)[CH2:7][CH2:6]1)=[NH:4].[C:31](O)(=O)[CH:32]([CH3:34])[CH3:33].O.ON1C2C=CC=CC=2N=N1.C(N(CC)C(C)C)(C)C.Cl.CN(C)CCCN=C=NCC.C(=O)([O-])O.[Na+].